From a dataset of Catalyst prediction with 721,799 reactions and 888 catalyst types from USPTO. Predict which catalyst facilitates the given reaction. Reactant: [C:1]([Si:5]([CH3:35])([CH3:34])[O:6][CH:7]([C:30]([CH3:33])([CH3:32])[CH3:31])[CH2:8][CH2:9][C:10]1[CH:15]=[CH:14][C:13]([C:16]([C:21]2[CH:26]=[CH:25][C:24]([OH:27])=[C:23]([CH3:28])[CH:22]=2)([CH2:19][CH3:20])[CH2:17][CH3:18])=[CH:12][C:11]=1[CH3:29])([CH3:4])([CH3:3])[CH3:2].Cl[CH2:37][C:38]1[O:42][C:41]([C:43]([O:45][CH2:46][CH3:47])=[O:44])=[CH:40][CH:39]=1.C([O-])([O-])=O.[K+].[K+].C(OCC)(=O)C. Product: [CH2:46]([O:45][C:43]([C:41]1[O:42][C:38]([CH2:37][O:27][C:24]2[CH:25]=[CH:26][C:21]([C:16]([C:13]3[CH:14]=[CH:15][C:10]([CH2:9][CH2:8][CH:7]([O:6][Si:5]([C:1]([CH3:3])([CH3:2])[CH3:4])([CH3:35])[CH3:34])[C:30]([CH3:33])([CH3:32])[CH3:31])=[C:11]([CH3:29])[CH:12]=3)([CH2:17][CH3:18])[CH2:19][CH3:20])=[CH:22][C:23]=2[CH3:28])=[CH:39][CH:40]=1)=[O:44])[CH3:47]. The catalyst class is: 3.